From a dataset of Forward reaction prediction with 1.9M reactions from USPTO patents (1976-2016). Predict the product of the given reaction. Given the reactants C(#N)C.[CH2:4]([C:6]1[N:11]=[C:10]([NH:12][C:13]2[CH:18]=[C:17]([CH2:19][O:20][C:21]3[C:30]4[C:25](=[CH:26][CH:27]=[CH:28][CH:29]=4)[C:24]([NH:31]C(=O)OC(C)(C)C)=[CH:23][CH:22]=3)[CH:16]=[CH:15][N:14]=2)[CH:9]=[N:8][CH:7]=1)[CH3:5].S(=O)(=O)(O)O.N, predict the reaction product. The product is: [NH2:31][C:24]1[C:25]2[C:30](=[CH:29][CH:28]=[CH:27][CH:26]=2)[C:21]([O:20][CH2:19][C:17]2[CH:16]=[CH:15][N:14]=[C:13]([NH:12][C:10]3[CH:9]=[N:8][CH:7]=[C:6]([CH2:4][CH3:5])[N:11]=3)[CH:18]=2)=[CH:22][CH:23]=1.